From a dataset of Catalyst prediction with 721,799 reactions and 888 catalyst types from USPTO. Predict which catalyst facilitates the given reaction. (1) Reactant: C(O[C:6](=O)[N:7]([CH2:9][CH2:10][CH2:11][S:12][CH2:13][CH2:14][OH:15])C)(C)(C)C.[ClH:17]. Product: [ClH:17].[CH3:6][NH:7][CH2:9][CH2:10][CH2:11][S:12][CH2:13][CH2:14][OH:15]. The catalyst class is: 71. (2) Reactant: Cl[C:2]1[C:3]2[CH:10]=[C:9]([CH2:11][C:12]([F:15])([F:14])[F:13])[S:8][C:4]=2[N:5]=[CH:6][N:7]=1.C(N(CC)C(C)C)(C)C.[NH2:25][CH2:26][CH:27]1[CH2:32][CH2:31][N:30]([C:33]([O:35][C:36]([CH3:39])([CH3:38])[CH3:37])=[O:34])[CH2:29][CH2:28]1. The catalyst class is: 31. Product: [F:13][C:12]([F:15])([F:14])[CH2:11][C:9]1[S:8][C:4]2[N:5]=[CH:6][N:7]=[C:2]([NH:25][CH2:26][CH:27]3[CH2:32][CH2:31][N:30]([C:33]([O:35][C:36]([CH3:39])([CH3:38])[CH3:37])=[O:34])[CH2:29][CH2:28]3)[C:3]=2[CH:10]=1. (3) Reactant: C[O:2][C:3]([C:5]1[C:13]2[O:12][C:11]([NH:14][CH:15]3[CH2:20][CH2:19][N:18]([CH2:21][C:22]4[CH:27]=[CH:26][C:25]([CH3:28])=[C:24]([O:29][CH2:30][CH3:31])[CH:23]=4)[CH2:17][CH2:16]3)=[N:10][C:9]=2[CH:8]=[CH:7][CH:6]=1)=[O:4].[Li+].[OH-].O.Cl. Product: [CH2:30]([O:29][C:24]1[CH:23]=[C:22]([CH:27]=[CH:26][C:25]=1[CH3:28])[CH2:21][N:18]1[CH2:17][CH2:16][CH:15]([NH:14][C:11]2[O:12][C:13]3[C:5]([C:3]([OH:4])=[O:2])=[CH:6][CH:7]=[CH:8][C:9]=3[N:10]=2)[CH2:20][CH2:19]1)[CH3:31]. The catalyst class is: 36. (4) The catalyst class is: 2. Reactant: [N:1]1[CH:6]=[CH:5][CH:4]=[C:3]([C:7]#[C:8][CH2:9][NH:10]C(=O)OC(C)(C)C)[CH:2]=1.C(O)(C(F)(F)F)=O. Product: [N:1]1[CH:6]=[CH:5][CH:4]=[C:3]([C:7]#[C:8][CH2:9][NH2:10])[CH:2]=1. (5) Reactant: C[Si]([Br:5])(C)C.[CH2:6]([O:13][C:14]1[CH:21]=[C:20]([C:22]([CH3:25])([CH3:24])[CH3:23])[CH:19]=[CH:18][C:15]=1[CH2:16]O)[C:7]1[CH:12]=[CH:11][CH:10]=[CH:9][CH:8]=1. Product: [CH2:6]([O:13][C:14]1[CH:21]=[C:20]([C:22]([CH3:25])([CH3:24])[CH3:23])[CH:19]=[CH:18][C:15]=1[CH2:16][Br:5])[C:7]1[CH:12]=[CH:11][CH:10]=[CH:9][CH:8]=1. The catalyst class is: 22.